Dataset: CYP2C9 inhibition data for predicting drug metabolism from PubChem BioAssay. Task: Regression/Classification. Given a drug SMILES string, predict its absorption, distribution, metabolism, or excretion properties. Task type varies by dataset: regression for continuous measurements (e.g., permeability, clearance, half-life) or binary classification for categorical outcomes (e.g., BBB penetration, CYP inhibition). Dataset: cyp2c9_veith. (1) The compound is Cc1cccc(CSCCNC(=O)c2ccc(N(C)S(=O)(=O)c3ccccc3)cc2)c1. The result is 1 (inhibitor). (2) The compound is O=C1O/C(=C\Br)CC[C@@H]1c1cccc2ccccc12. The result is 0 (non-inhibitor). (3) The drug is O=C(O)[C@H](Cc1cnc[nH]1)N1C(=O)c2ccccc2C1=O. The result is 0 (non-inhibitor).